This data is from Forward reaction prediction with 1.9M reactions from USPTO patents (1976-2016). The task is: Predict the product of the given reaction. Given the reactants CO[C:3](=[O:13])[CH2:4][C:5]1[CH:10]=[CH:9][C:8]([O:11][CH3:12])=[CH:7][CH:6]=1.[F:14][C:15]1[CH:16]=[C:17]([NH2:21])[CH:18]=[CH:19][CH:20]=1.[H-].[Na+], predict the reaction product. The product is: [F:14][C:15]1[CH:16]=[C:17]([NH:21][C:3](=[O:13])[CH2:4][C:5]2[CH:6]=[CH:7][C:8]([O:11][CH3:12])=[CH:9][CH:10]=2)[CH:18]=[CH:19][CH:20]=1.